Dataset: hERG Central: cardiac toxicity at 1µM, 10µM, and general inhibition. Task: Predict hERG channel inhibition at various concentrations. (1) The molecule is Cn1cc(S(=O)(=O)N2CCOCC2)cc1C(=O)Nc1ccc(Cl)cc1. Results: hERG_inhib (hERG inhibition (general)): blocker. (2) Results: hERG_inhib (hERG inhibition (general)): blocker. The drug is Cc1cccc(-c2ccc(NC(=O)C3CCN(CC4CC4)CC3)cc2)c1. (3) The compound is CC1=CC(C)(C)N=C(Nc2nc(C)c3cc(C)cc(C)c3n2)N1. Results: hERG_inhib (hERG inhibition (general)): blocker. (4) The drug is COc1ccccc1C(=O)COC(=O)CNC(=O)c1ccc(Br)o1. Results: hERG_inhib (hERG inhibition (general)): blocker. (5) The molecule is CCN(C(=O)CSc1nc(-c2cccs2)nc2ccccc12)C1CCS(=O)(=O)C1. Results: hERG_inhib (hERG inhibition (general)): blocker. (6) The molecule is CCCn1c(-c2cccc([N+](=O)[O-])c2)nc2c1c(=O)[nH]c(=O)n2Cc1ccccc1. Results: hERG_inhib (hERG inhibition (general)): blocker. (7) The compound is O=C1CC(N2CCN(c3nc4ccccc4s3)CC2)C(=O)N1Cc1cccs1. Results: hERG_inhib (hERG inhibition (general)): blocker.